The task is: Predict the reactants needed to synthesize the given product.. This data is from Full USPTO retrosynthesis dataset with 1.9M reactions from patents (1976-2016). (1) Given the product [CH2:29]([N:3]([CH2:1][CH3:2])[CH:4]1[CH2:8][CH2:7][N:6]([C:9]([C:11]2[C:12]([CH3:28])=[N:13][N:14]([C:17]3[CH:22]=[CH:21][CH:20]=[C:19]([CH2:23][CH2:24][CH:25]([CH3:26])[CH3:27])[CH:18]=3)[C:15]=2[CH3:16])=[O:10])[CH2:5]1)[CH3:30], predict the reactants needed to synthesize it. The reactants are: [CH2:1]([N:3]([CH2:29][CH3:30])[CH:4]1[CH2:8][CH2:7][N:6]([C:9]([C:11]2[C:12]([CH3:28])=[N:13][N:14]([C:17]3[CH:22]=[CH:21][CH:20]=[C:19]([C:23]#[C:24][CH:25]([CH3:27])[CH3:26])[CH:18]=3)[C:15]=2[CH3:16])=[O:10])[CH2:5]1)[CH3:2]. (2) Given the product [Br:14][C:11]1[CH:12]=[CH:13][C:8]2[N:9]([CH:2]=[C:3]([CH2:4][CH3:5])[N:7]=2)[CH:10]=1, predict the reactants needed to synthesize it. The reactants are: Br[CH2:2][C:3](=O)[CH2:4][CH3:5].[NH2:7][C:8]1[CH:13]=[CH:12][C:11]([Br:14])=[CH:10][N:9]=1. (3) Given the product [NH:5]1[CH2:9][CH2:8][CH2:7][C@@H:6]1[C:10]([NH:12][C:13]1[CH:14]=[C:15]([C:19]2[N:28]=[C:27]([NH:29][C:30]3[CH:31]=[C:32]4[C:36](=[CH:37][CH:38]=3)[N:35]([C:39]([O:41][C:42]([CH3:45])([CH3:44])[CH3:43])=[O:40])[N:34]=[CH:33]4)[C:26]3[C:21](=[CH:22][CH:23]=[CH:24][CH:25]=3)[N:20]=2)[CH:16]=[CH:17][CH:18]=1)=[O:11], predict the reactants needed to synthesize it. The reactants are: FC(F)(F)C([N:5]1[CH2:9][CH2:8][CH2:7][C@@H:6]1[C:10]([NH:12][C:13]1[CH:14]=[C:15]([C:19]2[N:28]=[C:27]([NH:29][C:30]3[CH:31]=[C:32]4[C:36](=[CH:37][CH:38]=3)[N:35]([C:39]([O:41][C:42]([CH3:45])([CH3:44])[CH3:43])=[O:40])[N:34]=[CH:33]4)[C:26]3[C:21](=[CH:22][CH:23]=[CH:24][CH:25]=3)[N:20]=2)[CH:16]=[CH:17][CH:18]=1)=[O:11])=O.C([O-])([O-])=O.[K+].[K+]. (4) Given the product [F:4][C:3]([F:6])([F:5])[C:1]([O-:7])=[O:2].[NH2:55][C:15]([NH:16][CH2:17][CH2:18][CH2:19][O:20][C:21]1[CH:26]=[C:25]([F:27])[C:24]([CH2:28][S:29][C:30]2[N:31]([C:47]3[CH:48]=[CH:49][C:50]([F:53])=[CH:51][CH:52]=3)[C:32]([C:35]([C:38]3[CH:43]=[CH:42][C:41]([Cl:44])=[C:40]([O:45][CH3:46])[CH:39]=3)([CH3:37])[CH3:36])=[CH:33][N:34]=2)=[C:23]([F:54])[CH:22]=1)=[NH2+:14], predict the reactants needed to synthesize it. The reactants are: [C:1]([OH:7])([C:3]([F:6])([F:5])[F:4])=[O:2].C(OC(=O)[N:14]=[C:15]([NH:55]C(OC(C)(C)C)=O)[NH:16][CH2:17][CH2:18][CH2:19][O:20][C:21]1[CH:26]=[C:25]([F:27])[C:24]([CH2:28][S:29][C:30]2[N:31]([C:47]3[CH:52]=[CH:51][C:50]([F:53])=[CH:49][CH:48]=3)[C:32]([C:35]([C:38]3[CH:43]=[CH:42][C:41]([Cl:44])=[C:40]([O:45][CH3:46])[CH:39]=3)([CH3:37])[CH3:36])=[CH:33][N:34]=2)=[C:23]([F:54])[CH:22]=1)(C)(C)C. (5) Given the product [CH3:18][C:15]1[N:14]=[C:13]([NH:19][C:20]2[C:25]([CH3:26])=[CH:24][C:23]([CH3:27])=[CH:22][C:21]=2[CH3:28])[C:12]([S:9]([C:6]2[CH:5]=[CH:4][C:3]([OH:2])=[CH:8][CH:7]=2)(=[O:11])=[O:10])=[CH:17][N:16]=1, predict the reactants needed to synthesize it. The reactants are: C[O:2][C:3]1[CH:8]=[CH:7][C:6]([S:9]([C:12]2[C:13]([NH:19][C:20]3[C:25]([CH3:26])=[CH:24][C:23]([CH3:27])=[CH:22][C:21]=3[CH3:28])=[N:14][C:15]([CH3:18])=[N:16][CH:17]=2)(=[O:11])=[O:10])=[CH:5][CH:4]=1.[Li+].[I-].N1C(C)=CC(C)=CC=1C. (6) Given the product [F:29][C:2]([F:28])([F:1])[C:3]([C:9]1[CH:10]=[CH:11][C:12]([C:15]2[CH:20]=[CH:19][C:18]([CH2:21][N:22]3[CH2:23][CH2:24][N:25]([C:35]([C:33]4[N:32]=[CH:31][S:30][CH:34]=4)=[O:36])[CH2:26][CH2:27]3)=[CH:17][CH:16]=2)=[CH:13][CH:14]=1)([OH:8])[C:4]([F:7])([F:6])[F:5], predict the reactants needed to synthesize it. The reactants are: [F:1][C:2]([F:29])([F:28])[C:3]([C:9]1[CH:14]=[CH:13][C:12]([C:15]2[CH:20]=[CH:19][C:18]([CH2:21][N:22]3[CH2:27][CH2:26][NH:25][CH2:24][CH2:23]3)=[CH:17][CH:16]=2)=[CH:11][CH:10]=1)([OH:8])[C:4]([F:7])([F:6])[F:5].[S:30]1[CH:34]=[C:33]([C:35](O)=[O:36])[N:32]=[CH:31]1.C(Cl)CCl.C1C=CC2N(O)N=NC=2C=1. (7) Given the product [F:32][C:24]1[CH:25]=[CH:26][C:27]([N+:29]([O-:31])=[O:30])=[CH:28][C:23]=1[C:5]1([CH3:22])[CH:4]([CH2:1][CH2:2][OH:34])[S:9](=[O:11])(=[O:10])[C:8]([CH3:13])([CH3:12])[C:7]([NH:14][C:15](=[O:21])[O:16][C:17]([CH3:20])([CH3:19])[CH3:18])=[N:6]1, predict the reactants needed to synthesize it. The reactants are: [CH2:1]([CH:4]1[S:9](=[O:11])(=[O:10])[C:8]([CH3:13])([CH3:12])[C:7]([NH:14][C:15](=[O:21])[O:16][C:17]([CH3:20])([CH3:19])[CH3:18])=[N:6][C:5]1([C:23]1[CH:28]=[C:27]([N+:29]([O-:31])=[O:30])[CH:26]=[CH:25][C:24]=1[F:32])[CH3:22])[CH:2]=C.C(=O)(O)[O-:34].[Na+].[BH4-].[Na+].